From a dataset of Reaction yield outcomes from USPTO patents with 853,638 reactions. Predict the reaction yield, written as a fraction of the theoretical maximum amount of product (1.0 means a 100% yield; for example, 0.34 means a 34% yield). (1) The reactants are I[CH2:2][CH2:3][CH2:4][C:5]([C:7]1[CH:12]=[CH:11][C:10]([C:13]([CH3:19])([CH3:18])[C:14]([O:16][CH3:17])=[O:15])=[CH:9][CH:8]=1)=[O:6].[N:20]1(CO)[CH2:25][CH2:24][CH2:23][CH2:22][CH2:21]1.[C:28]([O-:31])([O-])=O.[K+].[K+].[C:34]1(C)[CH:39]=[CH:38][CH:37]=[CH:36][CH:35]=1. No catalyst specified. The product is [OH:31][C:28]([C:34]1[CH:35]=[CH:36][CH:37]=[CH:38][CH:39]=1)([C:7]1[CH:12]=[CH:11][CH:10]=[CH:9][CH:8]=1)[CH:23]1[CH2:22][CH2:21][N:20]([CH2:2][CH2:3][CH2:4][C:5]([C:7]2[CH:12]=[CH:11][C:10]([C:13]([CH3:19])([CH3:18])[C:14]([O:16][CH3:17])=[O:15])=[CH:9][CH:8]=2)=[O:6])[CH2:25][CH2:24]1. The yield is 0.790. (2) The yield is 0.650. The product is [Cl:1][C:2]1[C:7](=[O:8])[N:6]([C:9]2[CH:10]=[C:11]([CH:15]=[CH:16][C:17]=2[CH3:18])[C:12]([N:44]([O:45][CH3:30])[CH3:43])=[O:13])[C:5]([CH3:19])=[N:4][C:3]=1[O:20][CH2:21][C:22]1[CH:27]=[CH:26][C:25]([F:28])=[CH:24][C:23]=1[F:29]. The catalyst is O1CCCC1. The reactants are [Cl:1][C:2]1[C:7](=[O:8])[N:6]([C:9]2[CH:10]=[C:11]([CH:15]=[CH:16][C:17]=2[CH3:18])[C:12](O)=[O:13])[C:5]([CH3:19])=[N:4][C:3]=1[O:20][CH2:21][C:22]1[CH:27]=[CH:26][C:25]([F:28])=[CH:24][C:23]=1[F:29].[C:30](N1C=CN=C1)(N1C=CN=C1)=O.Cl.[CH3:43][N:44](C)[OH:45].C(N(CC)CC)C.